This data is from Forward reaction prediction with 1.9M reactions from USPTO patents (1976-2016). The task is: Predict the product of the given reaction. Given the reactants C(P(CCCC)CCCC)CCC.[OH:14][C:15]1[CH:20]=[CH:19][C:18]([CH2:21][C:22]([O:24][CH3:25])=[O:23])=[CH:17][CH:16]=1.[Br:26][C:27]1[CH:32]=[CH:31][C:30](/[C:33](/[C:37]2[CH:42]=[CH:41][CH:40]=[CH:39][CH:38]=2)=[CH:34]\[CH2:35]O)=[CH:29][CH:28]=1, predict the reaction product. The product is: [CH3:25][O:24][C:22](=[O:23])[CH2:21][C:18]1[CH:17]=[CH:16][C:15]([O:14][CH2:35]/[CH:34]=[C:33](\[C:30]2[CH:29]=[CH:28][C:27]([Br:26])=[CH:32][CH:31]=2)/[C:37]2[CH:42]=[CH:41][CH:40]=[CH:39][CH:38]=2)=[CH:20][CH:19]=1.